The task is: Predict the product of the given reaction.. This data is from Forward reaction prediction with 1.9M reactions from USPTO patents (1976-2016). Given the reactants Br[C:2]1[CH:10]=[CH:9][C:8]2[N:7]3[CH2:11][CH2:12][CH:13]([O:14][Si:15]([C:18]([CH3:21])([CH3:20])[CH3:19])([CH3:17])[CH3:16])[C:6]3=[CH:5][C:4]=2[CH:3]=1.[Li]CCCC.CON(C)[C:30](=[O:34])[CH2:31][CH2:32][CH3:33], predict the reaction product. The product is: [Si:15]([O:14][CH:13]1[C:6]2=[CH:5][C:4]3[CH:3]=[C:2]([C:30](=[O:34])[CH2:31][CH2:32][CH3:33])[CH:10]=[CH:9][C:8]=3[N:7]2[CH2:11][CH2:12]1)([C:18]([CH3:21])([CH3:20])[CH3:19])([CH3:17])[CH3:16].